From a dataset of Full USPTO retrosynthesis dataset with 1.9M reactions from patents (1976-2016). Predict the reactants needed to synthesize the given product. (1) Given the product [C:10]1([S:16]([N:6]([S:16]([C:26]2[CH:25]=[CH:12][CH:11]=[CH:10][CH:15]=2)(=[O:18])=[O:17])[C:5]2[CH:7]=[CH:8][C:2]([Br:1])=[CH:3][C:4]=2[I:9])(=[O:18])=[O:17])[CH:15]=[CH:14][CH:13]=[CH:12][CH:11]=1, predict the reactants needed to synthesize it. The reactants are: [Br:1][C:2]1[CH:8]=[CH:7][C:5]([NH2:6])=[C:4]([I:9])[CH:3]=1.[C:10]1([S:16](Cl)(=[O:18])=[O:17])[CH:15]=[CH:14][CH:13]=[CH:12][CH:11]=1.C(N([CH2:25][CH3:26])CC)C. (2) Given the product [CH3:11][O:10][C:3]1[C:2]([C:15]2[CH:16]=[CH:17][N:12]=[CH:13][CH:14]=2)=[C:7]([O:8][CH3:9])[N:6]=[CH:5][N:4]=1, predict the reactants needed to synthesize it. The reactants are: Br[C:2]1[C:3]([O:10][CH3:11])=[N:4][CH:5]=[N:6][C:7]=1[O:8][CH3:9].[N:12]1[CH:17]=[CH:16][C:15](B(O)O)=[CH:14][CH:13]=1.C([O-])([O-])=O.[K+].[K+]. (3) Given the product [O:11]=[C:7]1[CH2:6][C:5]2[C:9](=[CH:10][C:2]([NH:1][C:19](=[O:26])[C:20]3[CH:25]=[CH:24][CH:23]=[CH:22][CH:21]=3)=[CH:3][CH:4]=2)[NH:8]1, predict the reactants needed to synthesize it. The reactants are: [NH2:1][C:2]1[CH:10]=[C:9]2[C:5]([CH2:6][C:7](=[O:11])[NH:8]2)=[CH:4][CH:3]=1.C(N(CC)CC)C.[C:19](Cl)(=[O:26])[C:20]1[CH:25]=[CH:24][CH:23]=[CH:22][CH:21]=1.[NH4+].[Cl-]. (4) The reactants are: [NH:1]1[CH2:6][CH2:5][O:4][CH2:3][CH2:2]1.Cl[CH2:8][C:9]([O:11][CH:12]1[C:13]([O:55][CH:56]([O:58][CH2:59][CH3:60])[CH3:57])([CH3:54])[CH2:14][CH2:15][CH:16]([O:48][CH:49]([O:51][CH2:52][CH3:53])[CH3:50])[CH2:17][C:18]([O:20][CH:21](/[C:26](/[CH3:47])=[CH:27]/[CH:28]=[CH:29]/[CH:30]([CH3:46])[CH2:31][CH:32]2[O:45][CH:33]2[CH:34]([CH3:44])[CH:35]([O:38][CH:39]([O:41][CH2:42][CH3:43])[CH3:40])[CH2:36][CH3:37])[CH:22]([CH3:25])[CH:23]=[CH:24]1)=[O:19])=[O:10].C(OCC)(=O)C.O. Given the product [CH2:52]([O:51][CH:49]([O:48][CH:16]1[CH2:15][CH2:14][C:13]([O:55][CH:56]([O:58][CH2:59][CH3:60])[CH3:57])([CH3:54])[CH:12]([O:11][C:9](=[O:10])[CH2:8][N:1]2[CH2:6][CH2:5][O:4][CH2:3][CH2:2]2)[CH:24]=[CH:23][CH:22]([CH3:25])[CH:21](/[C:26](/[CH3:47])=[CH:27]/[CH:28]=[CH:29]/[CH:30]([CH3:46])[CH2:31][CH:32]2[O:45][CH:33]2[CH:34]([CH3:44])[CH:35]([O:38][CH:39]([O:41][CH2:42][CH3:43])[CH3:40])[CH2:36][CH3:37])[O:20][C:18](=[O:19])[CH2:17]1)[CH3:50])[CH3:53], predict the reactants needed to synthesize it. (5) Given the product [C:58]([C:12]1[CH:13]=[CH:14][CH:15]=[CH:16][C:11]=1[S:8]([N:6]([CH3:7])[CH2:5][CH2:4][CH:3]([NH:20][C:21]([C@@H:23]([NH:28][C:29]([C:31]1[S:32][C:33]2[CH:39]=[CH:38][CH:37]=[CH:36][C:34]=2[CH:35]=1)=[O:30])[CH2:24][CH:25]([CH3:27])[CH3:26])=[O:22])[CH2:1][CH3:2])(=[O:10])=[O:9])#[N:59], predict the reactants needed to synthesize it. The reactants are: [CH2:1]([CH:3]([NH:20][C:21]([C@@H:23]([NH:28][C:29]([C:31]1[S:32][C:33]2[CH:39]=[CH:38][CH:37]=[CH:36][C:34]=2[CH:35]=1)=[O:30])[CH2:24][CH:25]([CH3:27])[CH3:26])=[O:22])[CH2:4][CH2:5][N:6]([S:8]([C:11]1[CH:16]=[CH:15][CH:14]=[CH:13][C:12]=1[N+]([O-])=O)(=[O:10])=[O:9])[CH3:7])[CH3:2].C1(S)C=CC=CC=1.C([O-])([O-])=O.[K+].[K+].C([O-])(O)=O.[Na+].[C:58](C1C=CC=CC=1S(Cl)(=O)=O)#[N:59]. (6) Given the product [NH2:8][C:9]1[N:14]=[C:13]([CH3:15])[N:12]=[C:11]([C:16]2[CH:17]=[C:18]([C:31]([NH:48][CH2:47][CH2:46][O:45][CH3:44])=[O:32])[CH:19]=[N:20][C:21]=2[NH:22][C:23]2[CH:24]=[N:25][C:26]([O:29][CH3:30])=[CH:27][CH:28]=2)[N:10]=1, predict the reactants needed to synthesize it. The reactants are: COC1C=CC(C[N:8](CC2C=CC(OC)=CC=2)[C:9]2[N:14]=[C:13]([CH3:15])[N:12]=[C:11]([C:16]3[CH:17]=[C:18]([CH:31]=[O:32])[CH:19]=[N:20][C:21]=3[NH:22][C:23]3[CH:24]=[N:25][C:26]([O:29][CH3:30])=[CH:27][CH:28]=3)[N:10]=2)=CC=1.[CH3:44][O:45][CH2:46][CH2:47][NH2:48]. (7) Given the product [C:17]([O:9][CH2:8][C:5]1[CH:6]=[N:7][C:2]([CH3:1])=[CH:3][CH:4]=1)(=[O:24])[C:18]1[CH:23]=[CH:22][CH:21]=[CH:20][CH:19]=1, predict the reactants needed to synthesize it. The reactants are: [CH3:1][C:2]1[N:7]=[CH:6][C:5]([CH2:8][OH:9])=[CH:4][CH:3]=1.C(N(CC)CC)C.[C:17](Cl)(=[O:24])[C:18]1[CH:23]=[CH:22][CH:21]=[CH:20][CH:19]=1.O. (8) Given the product [F:1][C:2]1[CH:7]=[C:6]([F:8])[CH:5]=[CH:4][C:3]=1[C:9]1[C:18]([N:19]2[CH2:24][CH2:23][CH2:22][CH2:21][C@@H:20]2[CH3:25])=[N:17][C:16]2[C:11](=[CH:12][CH:13]=[C:14]([C:26]([OH:28])=[O:27])[CH:15]=2)[N:10]=1, predict the reactants needed to synthesize it. The reactants are: [F:1][C:2]1[CH:7]=[C:6]([F:8])[CH:5]=[CH:4][C:3]=1[C:9]1[C:18]([N:19]2[CH2:24][CH2:23][CH2:22][CH2:21][C@@H:20]2[CH3:25])=[N:17][C:16]2[C:11](=[CH:12][CH:13]=[C:14]([C:26]([O:28]C)=[O:27])[CH:15]=2)[N:10]=1.[OH-].[Na+]. (9) Given the product [CH2:3]([C:5]([CH2:10][OH:11])([CH2:6][OH:7])[CH2:8][CH3:9])[OH:4], predict the reactants needed to synthesize it. The reactants are: C=O.[CH2:3]([C:5]([CH2:10][OH:11])([CH2:8][CH3:9])[CH:6]=[O:7])[OH:4]. (10) Given the product [C:12]([C:13]1[CH:18]=[CH:17][C:16]([C:19]2([NH2:22])[CH2:20][CH2:21]2)=[CH:15][CH:14]=1)#[CH:11], predict the reactants needed to synthesize it. The reactants are: C(=O)([O-])[O-].[K+].[K+].C[Si]([C:11]#[C:12][C:13]1[CH:18]=[CH:17][C:16]([C:19]2([NH2:22])[CH2:21][CH2:20]2)=[CH:15][CH:14]=1)(C)C.